From a dataset of Forward reaction prediction with 1.9M reactions from USPTO patents (1976-2016). Predict the product of the given reaction. (1) Given the reactants O=[CH:2][CH:3]([NH:6][C:7](=[O:14])[C:8]1[CH:13]=[CH:12][CH:11]=[CH:10][CH:9]=1)[CH:4]=O.Cl.[Cl:16][C:17]1[CH:18]=[C:19]([NH:23][NH2:24])[CH:20]=[CH:21][CH:22]=1.Cl, predict the reaction product. The product is: [Cl:16][C:17]1[CH:18]=[C:19]([N:23]2[CH:4]=[C:3]([NH:6][C:7](=[O:14])[C:8]3[CH:13]=[CH:12][CH:11]=[CH:10][CH:9]=3)[CH:2]=[N:24]2)[CH:20]=[CH:21][CH:22]=1. (2) Given the reactants [N:1]1([C:7]2[CH:12]=[CH:11][C:10]([NH:13][C:14]([C:16]3[C:17]([C:23]4[CH:28]=[CH:27][C:26]([CH:29]([CH3:31])[CH3:30])=[CH:25][CH:24]=4)=[C:18]([CH3:22])[CH:19]=[CH:20][CH:21]=3)=[O:15])=[CH:9][CH:8]=2)[CH2:6][CH2:5][NH:4][CH2:3][CH2:2]1.C([O-])([O-])=O.[K+].[K+].Br[CH2:39][C:40]([NH2:42])=[O:41], predict the reaction product. The product is: [C:40]([CH2:39][N:4]1[CH2:3][CH2:2][N:1]([C:7]2[CH:8]=[CH:9][C:10]([NH:13][C:14]([C:16]3[C:17]([C:23]4[CH:24]=[CH:25][C:26]([CH:29]([CH3:31])[CH3:30])=[CH:27][CH:28]=4)=[C:18]([CH3:22])[CH:19]=[CH:20][CH:21]=3)=[O:15])=[CH:11][CH:12]=2)[CH2:6][CH2:5]1)(=[O:41])[NH2:42].